This data is from Full USPTO retrosynthesis dataset with 1.9M reactions from patents (1976-2016). The task is: Predict the reactants needed to synthesize the given product. (1) Given the product [NH:1]1[CH2:6][CH2:5][NH:4][CH2:3][CH:2]1[CH2:7][CH2:8][C:9]([O:11][C:12]([CH3:15])([CH3:14])[CH3:13])=[O:10], predict the reactants needed to synthesize it. The reactants are: [N:1]1[CH:6]=[CH:5][N:4]=[CH:3][C:2]=1[CH2:7][CH2:8][C:9]([O:11][C:12]([CH3:15])([CH3:14])[CH3:13])=[O:10]. (2) Given the product [Cl:1][C:2]1[CH:7]=[C:6]([O:8][C:9]2[C:18]3[C:13](=[CH:14][C:15]([O:21][CH2:35][CH2:36][OH:37])=[C:16]([O:19][CH3:20])[CH:17]=3)[N:12]=[CH:11][N:10]=2)[CH:5]=[CH:4][C:3]=1[NH:22][C:23]([NH:25][CH2:26][CH2:27][CH3:28])=[O:24], predict the reactants needed to synthesize it. The reactants are: [Cl:1][C:2]1[CH:7]=[C:6]([O:8][C:9]2[C:18]3[C:13](=[CH:14][C:15]([OH:21])=[C:16]([O:19][CH3:20])[CH:17]=3)[N:12]=[CH:11][N:10]=2)[CH:5]=[CH:4][C:3]=1[NH:22][C:23]([NH:25][CH2:26][CH2:27][CH3:28])=[O:24].C(=O)([O-])[O-].[K+].[K+].[CH2:35](Br)[CH2:36][OH:37].